From a dataset of Forward reaction prediction with 1.9M reactions from USPTO patents (1976-2016). Predict the product of the given reaction. (1) Given the reactants [Cl:1][C:2]1[CH:8]=[C:7]([CH3:9])[CH:6]=[CH:5][C:3]=1N.[ClH:10].N([O-])=O.[Na+].[S:15](=[O:17])=[O:16], predict the reaction product. The product is: [Cl:1][C:2]1[CH:8]=[C:7]([CH3:9])[CH:6]=[CH:5][C:3]=1[S:15]([Cl:10])(=[O:17])=[O:16]. (2) The product is: [CH2:1]([NH:5][C:6]([C:8]1([CH2:22][CH2:23][CH2:24][CH2:25][N:30]2[CH2:31][CH2:32][N:27]([C:33]3[CH:42]=[CH:41][C:40]4[C:35](=[CH:36][CH:37]=[CH:38][CH:39]=4)[N:34]=3)[CH2:28][CH2:29]2)[C:21]2[CH:20]=[CH:19][CH:18]=[CH:17][C:16]=2[O:15][C:14]2[C:9]1=[CH:10][CH:11]=[CH:12][CH:13]=2)=[O:7])[CH2:2][CH2:3][CH3:4]. Given the reactants [CH2:1]([NH:5][C:6]([C:8]1([CH2:22][CH2:23][CH2:24][CH2:25]Br)[C:21]2[CH:20]=[CH:19][CH:18]=[CH:17][C:16]=2[O:15][C:14]2[C:9]1=[CH:10][CH:11]=[CH:12][CH:13]=2)=[O:7])[CH2:2][CH2:3][CH3:4].[N:27]1([C:33]2[CH:42]=[CH:41][C:40]3[C:35](=[CH:36][CH:37]=[CH:38][CH:39]=3)[N:34]=2)[CH2:32][CH2:31][NH:30][CH2:29][CH2:28]1, predict the reaction product. (3) Given the reactants [C:1]([O:5][C:6](=[O:29])[NH:7][C:8]1([C:11]2[S:12][C:13]([Sn](CCCC)(CCCC)CCCC)=[CH:14][CH:15]=2)[CH2:10][CH2:9]1)([CH3:4])([CH3:3])[CH3:2].[CH:30]1([N:33]2[C:42]3[C:37](=[CH:38][C:39]([F:45])=[C:40](I)[C:41]=3[CH3:43])[C:36](=[O:46])[NH:35][C:34]2=[O:47])[CH2:32][CH2:31]1.C1([As](C2C=CC=CC=2)C2C=CC=CC=2)C=CC=CC=1, predict the reaction product. The product is: [C:1]([O:5][C:6](=[O:29])[NH:7][C:8]1([C:11]2[S:12][C:13]([C:40]3[C:41]([CH3:43])=[C:42]4[C:37]([C:36](=[O:46])[NH:35][C:34](=[O:47])[N:33]4[CH:30]4[CH2:32][CH2:31]4)=[CH:38][C:39]=3[F:45])=[CH:14][CH:15]=2)[CH2:9][CH2:10]1)([CH3:2])([CH3:3])[CH3:4].